From a dataset of TCR-epitope binding with 47,182 pairs between 192 epitopes and 23,139 TCRs. Binary Classification. Given a T-cell receptor sequence (or CDR3 region) and an epitope sequence, predict whether binding occurs between them. Result: 0 (the TCR does not bind to the epitope). The epitope is YLNTLTLAV. The TCR CDR3 sequence is CASSQATGTSGELFF.